The task is: Regression/Classification. Given a drug SMILES string, predict its absorption, distribution, metabolism, or excretion properties. Task type varies by dataset: regression for continuous measurements (e.g., permeability, clearance, half-life) or binary classification for categorical outcomes (e.g., BBB penetration, CYP inhibition). Dataset: cyp1a2_veith.. This data is from CYP1A2 inhibition data for predicting drug metabolism from PubChem BioAssay. (1) The compound is O=C1CCC[C@@H](C2=CCCCC2=O)C1. The result is 0 (non-inhibitor). (2) The compound is Cc1noc(C)c1C(=O)N1CCC[C@@]2(CCN(c3ncccn3)C2)C1. The result is 0 (non-inhibitor).